Dataset: Forward reaction prediction with 1.9M reactions from USPTO patents (1976-2016). Task: Predict the product of the given reaction. (1) Given the reactants [CH3:1][O:2][C:3]([C:5]1[N:6]([CH3:31])[N:7]=[C:8]([O:10][CH2:11][C:12]2[C:13]([CH2:27][CH2:28][CH2:29][CH3:30])=[N:14][O:15][C:16]=2[CH:17]([OH:26])C(O)C2C=CC=CC=2)[CH:9]=1)=[O:4].C([O-])(=O)C.C([O-])(=O)C.C([O-])(=O)C.C([O-])(=O)C.[Pb+4], predict the reaction product. The product is: [CH3:1][O:2][C:3]([C:5]1[N:6]([CH3:31])[N:7]=[C:8]([O:10][CH2:11][C:12]2[C:13]([CH2:27][CH2:28][CH2:29][CH3:30])=[N:14][O:15][C:16]=2[CH:17]=[O:26])[CH:9]=1)=[O:4]. (2) Given the reactants [Cl:1][C:2]1[CH:7]=[C:6]([Cl:8])[CH:5]=[CH:4][C:3]=1[NH:9][NH2:10].C(N(CC([O-])=O)CC(O)=O)CN(CC([O-])=O)CC(O)=O.[Na+].[Na+].Cl[C:34](=[CH2:37])[C:35]#[N:36].S(=O)(=O)(O)O, predict the reaction product. The product is: [NH2:36][C:35]1[N:9]([C:3]2[CH:4]=[CH:5][C:6]([Cl:8])=[CH:7][C:2]=2[Cl:1])[N:10]=[CH:37][CH:34]=1. (3) Given the reactants [F:1][C:2]1[CH:3]=[N:4][C:5]2[C:10]([CH:11]=1)=[CH:9][CH:8]=[C:7]([O:12]C)[CH:6]=2.B(Br)(Br)Br.CO, predict the reaction product. The product is: [F:1][C:2]1[CH:3]=[N:4][C:5]2[C:10]([CH:11]=1)=[CH:9][CH:8]=[C:7]([OH:12])[CH:6]=2. (4) Given the reactants [Br:1][C:2]1[CH:3]=[CH:4][C:5]2[NH:11][C:10](=O)[CH2:9][N:8]=[C:7]([C:13]3[CH:18]=[CH:17][CH:16]=[CH:15][C:14]=3[F:19])[C:6]=2[CH:20]=1.[H-].[Al+3].[Li+].[H-].[H-].[H-], predict the reaction product. The product is: [Br:1][C:2]1[CH:3]=[CH:4][C:5]2[NH:11][CH2:10][CH2:9][N:8]=[C:7]([C:13]3[CH:18]=[CH:17][CH:16]=[CH:15][C:14]=3[F:19])[C:6]=2[CH:20]=1. (5) The product is: [Cl:7][C:8]1[CH:13]=[CH:12][C:11]([C:14]2[S:18][C:17]([C:19]([N:39]([O:5][CH3:1])[CH3:37])=[O:20])=[C:16]([C:22]3[CH:23]=[CH:24][C:25]([S:28](=[O:31])(=[O:30])[N:29]=[CH:32][N:33]([CH3:35])[CH3:34])=[CH:26][CH:27]=3)[CH:15]=2)=[CH:10][CH:9]=1. Given the reactants [C:1](Cl)(=[O:5])C(Cl)=O.[Cl:7][C:8]1[CH:13]=[CH:12][C:11]([C:14]2[S:18][C:17]([C:19](O)=[O:20])=[C:16]([C:22]3[CH:27]=[CH:26][C:25]([S:28](=[O:31])(=[O:30])[NH2:29])=[CH:24][CH:23]=3)[CH:15]=2)=[CH:10][CH:9]=1.[CH3:32][N:33]([CH:35]=O)[CH3:34].[CH2:37]([N:39](CC)CC)C, predict the reaction product. (6) Given the reactants [C:1]([C:3]1[CH:4]=[C:5]([NH:9][C:10](=[O:23])[NH:11][C:12]2[CH:17]=[CH:16][C:15]([S:18]([NH:21][CH3:22])(=[O:20])=[O:19])=[CH:14][CH:13]=2)[CH:6]=[CH:7][CH:8]=1)#[N:2].[CH2:24]([N:28]1[CH2:33][CH2:32][NH:31][CH2:30][CH2:29]1)[CH2:25][CH2:26][CH3:27], predict the reaction product. The product is: [CH2:24]([N:28]1[CH2:33][CH2:32][N:31]([C:1](=[NH:2])[C:3]2[CH:4]=[C:5]([NH:9][C:10](=[O:23])[NH:11][C:12]3[CH:17]=[CH:16][C:15]([S:18]([NH:21][CH3:22])(=[O:19])=[O:20])=[CH:14][CH:13]=3)[CH:6]=[CH:7][CH:8]=2)[CH2:30][CH2:29]1)[CH2:25][CH2:26][CH3:27].